Dataset: Full USPTO retrosynthesis dataset with 1.9M reactions from patents (1976-2016). Task: Predict the reactants needed to synthesize the given product. (1) Given the product [OH:27][C@H:7]1[C@@H:46]2[N:40]([C:11](=[O:12])[N:10]([C:13]3[C:22]4[CH2:21][CH2:20][CH2:19][CH2:18][C:17]=4[C:16]([C:23]#[N:24])=[CH:15][CH:14]=3)[C:44]2=[O:45])[CH2:41][CH2:9]1, predict the reactants needed to synthesize it. The reactants are: CCN([CH:7]([CH3:9])C)C(C)C.[N:10]([C:13]1[C:22]2[CH2:21][CH2:20][CH2:19][CH2:18][C:17]=2[C:16]([C:23]#[N:24])=[CH:15][CH:14]=1)=[C:11]=[O:12].NC(N)=[O:27].C1CCN2C(=NCCC2)CC1.[NH:40]1[CH2:46][C:44](=[O:45])N[C:41]1=O. (2) The reactants are: [O-]CC.[Na+].[Cl:5][C:6]1[CH:25]=[CH:24][C:9]([C:10]([NH:12][CH:13]([C:19]([O:21][CH2:22][CH3:23])=[O:20])[C:14]([O:16][CH2:17][CH3:18])=[O:15])=[O:11])=[CH:8][CH:7]=1.Br[CH2:27][C:28]1[C:37]2[C:32](=[CH:33][CH:34]=[CH:35][CH:36]=2)[NH:31][C:30](=[O:38])[CH:29]=1. Given the product [Cl:5][C:6]1[CH:7]=[CH:8][C:9]([C:10]([NH:12][C:13]([C:14]([O:16][CH2:17][CH3:18])=[O:15])([CH2:27][C:28]2[C:37]3[C:32](=[CH:33][CH:34]=[CH:35][CH:36]=3)[NH:31][C:30](=[O:38])[CH:29]=2)[C:19]([O:21][CH2:22][CH3:23])=[O:20])=[O:11])=[CH:24][CH:25]=1, predict the reactants needed to synthesize it. (3) Given the product [NH2:35][C:34]([O:32][CH:7]([CH:1]1[CH2:6][CH2:5][CH2:4][CH2:3][CH2:2]1)[CH:8]([C:25]1[CH:30]=[CH:29][CH:28]=[CH:27][C:26]=1[F:31])[CH2:9][CH2:10][N:11]1[CH2:16][CH2:15][N:14]([C:17]2[CH:22]=[CH:21][CH:20]=[CH:19][C:18]=2[O:23][CH3:24])[CH2:13][CH2:12]1)=[O:33], predict the reactants needed to synthesize it. The reactants are: [CH:1]1([CH:7]([OH:32])[CH:8]([C:25]2[CH:30]=[CH:29][CH:28]=[CH:27][C:26]=2[F:31])[CH2:9][CH2:10][N:11]2[CH2:16][CH2:15][N:14]([C:17]3[CH:22]=[CH:21][CH:20]=[CH:19][C:18]=3[O:23][CH3:24])[CH2:13][CH2:12]2)[CH2:6][CH2:5][CH2:4][CH2:3][CH2:2]1.[O-:33][C:34]#[N:35].[K+].FC(F)(F)C(O)=O. (4) Given the product [Br:1][C:2]1[CH:3]=[N:4][CH:5]=[CH:6][C:7]=1[CH:22]=[O:23], predict the reactants needed to synthesize it. The reactants are: [Br:1][C:2]1[CH:3]=[N:4][CH:5]=[CH:6][CH:7]=1.C([N-]C(C)C)(C)C.[Li+].C1CCCCC1.[CH:22](N1CCOCC1)=[O:23].[Cl-].[NH4+].